From a dataset of Forward reaction prediction with 1.9M reactions from USPTO patents (1976-2016). Predict the product of the given reaction. Given the reactants [CH2:1]([O:8][C:9]1[CH:14]=[CH:13][C:12]([CH2:15][CH2:16][N:17]2[C:21]3=[N:22][C:23](Cl)=[CH:24][C:25](=[O:26])[N:20]3[CH2:19][C@@:18]2([CH3:32])[C:28]([F:31])([F:30])[F:29])=[CH:11][CH:10]=1)[C:2]1[CH:7]=[CH:6][CH:5]=[CH:4][CH:3]=1.Cl.[CH:34]12[O:41][CH:38]([CH2:39][CH2:40]1)[CH2:37][NH:36][CH2:35]2.C(N(CC)CC)C, predict the reaction product. The product is: [CH2:1]([O:8][C:9]1[CH:14]=[CH:13][C:12]([CH2:15][CH2:16][N:17]2[C:21]3=[N:22][C:23]([N:36]4[CH2:35][CH:34]5[O:41][CH:38]([CH2:39][CH2:40]5)[CH2:37]4)=[CH:24][C:25](=[O:26])[N:20]3[CH2:19][C@@:18]2([CH3:32])[C:28]([F:31])([F:30])[F:29])=[CH:11][CH:10]=1)[C:2]1[CH:7]=[CH:6][CH:5]=[CH:4][CH:3]=1.